Dataset: Forward reaction prediction with 1.9M reactions from USPTO patents (1976-2016). Task: Predict the product of the given reaction. (1) Given the reactants Br[C:2]1[CH:3]=[CH:4][C:5](=[O:9])[N:6]([CH3:8])[CH:7]=1.[CH3:10][C:11]1([CH3:27])[C:15]([CH3:17])([CH3:16])[O:14][B:13]([B:13]2[O:14][C:15]([CH3:17])([CH3:16])[C:11]([CH3:27])([CH3:10])[O:12]2)[O:12]1.C([O-])(=O)C.[Na+], predict the reaction product. The product is: [CH3:8][N:6]1[CH:7]=[C:2]([B:13]2[O:14][C:15]([CH3:17])([CH3:16])[C:11]([CH3:27])([CH3:10])[O:12]2)[CH:3]=[CH:4][C:5]1=[O:9]. (2) Given the reactants [NH2:1][C:2]1[CH:7]=[CH:6][C:5]([C:8]2[CH:12]=[C:11]([C:13]([N:15]([C@@H:17]([CH:22]([CH3:24])[CH3:23])[C:18]([O:20][CH3:21])=[O:19])[CH3:16])=[O:14])[O:10][N:9]=2)=[CH:4][CH:3]=1.[F:25][C:26]1[CH:31]=[CH:30][CH:29]=[CH:28][C:27]=1[N:32]=[C:33]=[O:34], predict the reaction product. The product is: [F:25][C:26]1[CH:31]=[CH:30][CH:29]=[CH:28][C:27]=1[NH:32][C:33](=[O:34])[NH:1][C:2]1[CH:7]=[CH:6][C:5]([C:8]2[CH:12]=[C:11]([C:13]([N:15]([C@@H:17]([CH:22]([CH3:24])[CH3:23])[C:18]([O:20][CH3:21])=[O:19])[CH3:16])=[O:14])[O:10][N:9]=2)=[CH:4][CH:3]=1. (3) Given the reactants C[O:2][C:3]([CH2:5][N:6]1[CH2:11][CH2:10][O:9][CH2:8][CH2:7]1)=[O:4].Cl, predict the reaction product. The product is: [N:6]1([CH2:5][C:3]([OH:4])=[O:2])[CH2:11][CH2:10][O:9][CH2:8][CH2:7]1. (4) Given the reactants [CH2:1]([O:8][C@H](C)C(N[C@H]1C[C@@H](N2C=NC3C2=NC(N2CC[C@@H](NC(NC4C=NC=CC=4)=O)C2)=NC=3NCC(C2C=CC=CC=2)C2C=CC=CC=2)[C@H](O)[C@@H]1O)=O)[C:2]1C=CC=CC=1.[NH2:60][C@@H:61]1[CH2:65][CH2:64][N:63]([C:66]2[N:74]=[C:73]3[C:69]([N:70]=[CH:71][N:72]3[C@@H:75]3[CH2:79][C@H:78]([NH:80][C:81](=[O:92])[C@H](OCC4C=CC=CC=4)C)[C@@H:77]([OH:93])[C@H:76]3[OH:94])=[C:68]([NH:95][CH2:96][CH:97]([C:104]3[CH:109]=[CH:108][CH:107]=[CH:106][CH:105]=3)[C:98]3[CH:103]=[CH:102][CH:101]=[CH:100][CH:99]=3)[N:67]=2)[CH2:62]1.[N:110]1[CH:115]=[CH:114][CH:113]=[CH:112][C:111]=1[CH2:116][NH:117][C:118](=[O:120])O.C1(OC(=O)NC2C=NC=CC=2)C=CC=CC=1, predict the reaction product. The product is: [C:98]1([CH:97]([C:104]2[CH:105]=[CH:106][CH:107]=[CH:108][CH:109]=2)[CH2:96][NH:95][C:68]2[N:67]=[C:66]([N:63]3[CH2:64][CH2:65][C@@H:61]([NH:60][C:118]([NH:117][CH2:116][C:111]4[CH:112]=[CH:113][CH:114]=[CH:115][N:110]=4)=[O:120])[CH2:62]3)[N:74]=[C:73]3[C:69]=2[N:70]=[CH:71][N:72]3[C@@H:75]2[CH2:79][C@H:78]([NH:80][C:81](=[O:92])[CH2:2][CH2:1][OH:8])[C@@H:77]([OH:93])[C@H:76]2[OH:94])[CH:99]=[CH:100][CH:101]=[CH:102][CH:103]=1. (5) Given the reactants [C:1]([NH:9][C:10]1[CH:15]=[CH:14][CH:13]=[CH:12][C:11]=1/[CH:16]=[CH:17]/[C:18]([O:20]C)=O)(=[O:8])[C:2]1[CH:7]=[CH:6][CH:5]=[CH:4][CH:3]=1.[OH-:22].[Na+].[NH2:24]O.Cl, predict the reaction product. The product is: [OH:22][NH:24][C:18](=[O:20])/[CH:17]=[CH:16]/[C:11]1[CH:12]=[CH:13][CH:14]=[CH:15][C:10]=1[NH:9][C:1](=[O:8])[C:2]1[CH:7]=[CH:6][CH:5]=[CH:4][CH:3]=1. (6) The product is: [Br:1][C:2]1[CH:3]=[CH:4][C:5]([F:32])=[C:6]([C:8]2([CH:29]([F:31])[F:30])[NH:13][C:12](=[O:26])[C:11]([CH3:28])([CH3:27])[O:10][CH2:9]2)[CH:7]=1. Given the reactants [Br:1][C:2]1[CH:3]=[CH:4][C:5]([F:32])=[C:6]([C:8]2([CH:29]([F:31])[F:30])[N:13](S(C3C=CC=CC=3[N+]([O-])=O)(=O)=O)[C:12](=[O:26])[C:11]([CH3:28])([CH3:27])[O:10][CH2:9]2)[CH:7]=1.C(O)(=O)CS.C(=O)([O-])[O-].[K+].[K+], predict the reaction product. (7) Given the reactants [Cl:1][C:2]1[C:3]([F:19])=[C:4]([C:8](=[O:18])[CH:9]([CH3:17])[C:10](=O)[C:11]([O:13]CC)=[O:12])[CH:5]=[CH:6][CH:7]=1.[Li+].C[Si]([N-:25][Si](C)(C)C)(C)C.C(OCC)(=O)C(OCC)=O, predict the reaction product. The product is: [Cl:1][C:2]1[C:3]([F:19])=[C:4]([C:8]2[O:18][N:25]=[C:10]([C:11]([OH:13])=[O:12])[C:9]=2[CH3:17])[CH:5]=[CH:6][CH:7]=1.